Task: Predict the reaction yield, written as a fraction of the theoretical maximum amount of product (1.0 means a 100% yield; for example, 0.34 means a 34% yield).. Dataset: Reaction yield outcomes from USPTO patents with 853,638 reactions (1) The reactants are [NH2:1][C@@H:2]([CH2:13][C:14]1[CH:19]=[CH:18][CH:17]=[CH:16][CH:15]=1)[CH:3]([CH:5]1[NH:10][CH2:9][CH2:8][N:7]([CH3:11])[C:6]1=[O:12])[OH:4].[ClH:20].CN(C)CCCN=C=N[CH2:29][CH3:30].C(N(CC)CC)C.CN(C1C=CC=CN=1)C.O.[OH:49]N1C2C=CC=CC=2N=N1. The catalyst is ClCCl.Cl.O1CCOCC1.C(O)(=O)C. The product is [ClH:20].[CH2:13]([C@H:2]([NH:1][C:29](=[O:49])[CH3:30])[CH:3]([OH:4])[CH:5]1[C:6](=[O:12])[N:7]([CH3:11])[CH2:8][CH2:9][NH:10]1)[C:14]1[CH:19]=[CH:18][CH:17]=[CH:16][CH:15]=1. The yield is 0.100. (2) The reactants are [F:1][C:2]1[CH:7]=[CH:6][C:5]([C:8]2[S:12][C:11]3[CH:13]=[C:14]([O:17][CH3:18])[CH:15]=[CH:16][C:10]=3[C:9]=2[O:19][C:20]2[CH:33]=[CH:32][C:23](/[CH:24]=[CH:25]/[C:26]3O[C:28]([CH3:31])=[N:29][N:30]=3)=[CH:22][CH:21]=2)=[C:4]([CH3:34])[CH:3]=1.FC(F)(F)C([O-])=O.[NH4+:42]. The catalyst is C1(C)C=CC=CC=1. The product is [F:1][C:2]1[CH:7]=[CH:6][C:5]([C:8]2[S:12][C:11]3[CH:13]=[C:14]([O:17][CH3:18])[CH:15]=[CH:16][C:10]=3[C:9]=2[O:19][C:20]2[CH:33]=[CH:32][C:23](/[CH:24]=[CH:25]/[C:26]3[NH:42][C:28]([CH3:31])=[N:29][N:30]=3)=[CH:22][CH:21]=2)=[C:4]([CH3:34])[CH:3]=1. The yield is 0.650. (3) The reactants are [ClH:1].[C:2]([C:4]1([CH2:17][O:18][C:19]2[CH:24]=[C:23]([F:25])[C:22]([C:26]([O:28][CH3:29])=[O:27])=[CH:21][C:20]=2[CH:30]2[CH2:32][CH2:31]2)[CH2:9][CH2:8][N:7](C(OC(C)(C)C)=O)[CH2:6][CH2:5]1)#[N:3]. The catalyst is O1CCOCC1. The product is [ClH:1].[C:2]([C:4]1([CH2:17][O:18][C:19]2[C:20]([CH:30]3[CH2:31][CH2:32]3)=[CH:21][C:22]([C:26]([O:28][CH3:29])=[O:27])=[C:23]([F:25])[CH:24]=2)[CH2:9][CH2:8][NH:7][CH2:6][CH2:5]1)#[N:3]. The yield is 0.740. (4) The reactants are Cl[C:2]1[N:7]=[CH:6][N:5]=[C:4]([NH:8][CH2:9][C@@H:10]([C:22]([O:24][C:25]([CH3:28])([CH3:27])[CH3:26])=[O:23])[NH:11][C:12]([O:14][CH2:15][C:16]2[CH:21]=[CH:20][CH:19]=[CH:18][CH:17]=2)=[O:13])[C:3]=1[CH2:29][CH3:30].[NH:31]1[CH2:36][CH2:35][CH:34]([C:37]([O:39][CH3:40])=[O:38])[CH2:33][CH2:32]1.C(NCC)(C)C.C(=O)(O)[O-].[Na+]. The catalyst is C(OCC)(=O)C.O. The product is [CH2:29]([C:3]1[C:4]([NH:8][CH2:9][C@@H:10]([C:22]([O:24][C:25]([CH3:28])([CH3:27])[CH3:26])=[O:23])[NH:11][C:12]([O:14][CH2:15][C:16]2[CH:21]=[CH:20][CH:19]=[CH:18][CH:17]=2)=[O:13])=[N:5][CH:6]=[N:7][C:2]=1[N:31]1[CH2:36][CH2:35][CH:34]([C:37]([O:39][CH3:40])=[O:38])[CH2:33][CH2:32]1)[CH3:30]. The yield is 0.170. (5) The reactants are [C:1]1([C:11]2[CH:25]=[C:14]3[NH:15][CH:16]=[C:17]([C:20]([O:22]CC)=[O:21])[C:18](=[O:19])[N:13]3[N:12]=2)[C:10]2[C:5](=[CH:6][CH:7]=[CH:8][CH:9]=2)[CH:4]=[CH:3][CH:2]=1.C(O)C.[Cl-].[NH4+]. The catalyst is [OH-].[Na+].O. The product is [C:1]1([C:11]2[CH:25]=[C:14]3[NH:15][CH:16]=[C:17]([C:20]([OH:22])=[O:21])[C:18](=[O:19])[N:13]3[N:12]=2)[C:10]2[C:5](=[CH:6][CH:7]=[CH:8][CH:9]=2)[CH:4]=[CH:3][CH:2]=1. The yield is 0.970. (6) The reactants are [CH2:1]([N:8]1[C:13](=[O:14])[C:12]2[C:15]([CH3:18])=[N:16][O:17][C:11]=2[N:10]=[C:9]1[CH2:19][CH:20]([CH3:22])[CH3:21])[C:2]1[CH:7]=[CH:6][CH:5]=[CH:4][CH:3]=1.C([O-])(=O)C.[Na+].[Br:28]Br.C(=O)([O-])[O-].[K+].[K+]. The catalyst is C(O)(=O)C.O. The product is [CH2:1]([N:8]1[C:13](=[O:14])[C:12]2[C:15]([CH3:18])=[N:16][O:17][C:11]=2[N:10]=[C:9]1[CH:19]([Br:28])[CH:20]([CH3:22])[CH3:21])[C:2]1[CH:3]=[CH:4][CH:5]=[CH:6][CH:7]=1. The yield is 0.600.